From a dataset of Reaction yield outcomes from USPTO patents with 853,638 reactions. Predict the reaction yield, written as a fraction of the theoretical maximum amount of product (1.0 means a 100% yield; for example, 0.34 means a 34% yield). The reactants are [C:1](Cl)(=[O:5])[O:2][CH2:3][Cl:4].[O:7]1[CH2:12][CH2:11][CH:10]([OH:13])[CH2:9][CH2:8]1. The catalyst is C(Cl)Cl.CN(C1C=CN=CC=1)C.O. The product is [C:1](=[O:5])([O:13][CH:10]1[CH2:11][CH2:12][O:7][CH2:8][CH2:9]1)[O:2][CH2:3][Cl:4]. The yield is 0.292.